Dataset: Peptide-MHC class II binding affinity with 134,281 pairs from IEDB. Task: Regression. Given a peptide amino acid sequence and an MHC pseudo amino acid sequence, predict their binding affinity value. This is MHC class II binding data. (1) The peptide sequence is YTVALFLAVALVAGP. The MHC is DRB1_0301 with pseudo-sequence DRB1_0301. The binding affinity (normalized) is 0. (2) The peptide sequence is EKKYFAATQFEPLAW. The MHC is HLA-DQA10101-DQB10501 with pseudo-sequence HLA-DQA10101-DQB10501. The binding affinity (normalized) is 0.523. (3) The peptide sequence is LLYCFRKDMDKVETF. The MHC is DRB1_0802 with pseudo-sequence DRB1_0802. The binding affinity (normalized) is 0.236.